This data is from NCI-60 drug combinations with 297,098 pairs across 59 cell lines. The task is: Regression. Given two drug SMILES strings and cell line genomic features, predict the synergy score measuring deviation from expected non-interaction effect. (1) Drug 1: CC1=C2C(C(=O)C3(C(CC4C(C3C(C(C2(C)C)(CC1OC(=O)C(C(C5=CC=CC=C5)NC(=O)OC(C)(C)C)O)O)OC(=O)C6=CC=CC=C6)(CO4)OC(=O)C)OC)C)OC. Drug 2: CCCCCOC(=O)NC1=NC(=O)N(C=C1F)C2C(C(C(O2)C)O)O. Cell line: UACC-257. Synergy scores: CSS=32.5, Synergy_ZIP=8.40, Synergy_Bliss=10.9, Synergy_Loewe=-4.31, Synergy_HSA=11.1. (2) Cell line: A498. Synergy scores: CSS=8.89, Synergy_ZIP=-5.39, Synergy_Bliss=-2.86, Synergy_Loewe=-17.8, Synergy_HSA=-2.80. Drug 2: C1C(C(OC1N2C=NC3=C2NC=NCC3O)CO)O. Drug 1: CC1CCC2CC(C(=CC=CC=CC(CC(C(=O)C(C(C(=CC(C(=O)CC(OC(=O)C3CCCCN3C(=O)C(=O)C1(O2)O)C(C)CC4CCC(C(C4)OC)OCCO)C)C)O)OC)C)C)C)OC. (3) Drug 1: C1CN(CCN1C(=O)CCBr)C(=O)CCBr. Drug 2: C1=NNC2=C1C(=O)NC=N2. Cell line: NCI-H322M. Synergy scores: CSS=1.14, Synergy_ZIP=0.660, Synergy_Bliss=1.95, Synergy_Loewe=-1.62, Synergy_HSA=-0.869. (4) Drug 1: C1=C(C(=O)NC(=O)N1)N(CCCl)CCCl. Drug 2: CCCCC(=O)OCC(=O)C1(CC(C2=C(C1)C(=C3C(=C2O)C(=O)C4=C(C3=O)C=CC=C4OC)O)OC5CC(C(C(O5)C)O)NC(=O)C(F)(F)F)O. Cell line: HCT116. Synergy scores: CSS=23.4, Synergy_ZIP=-2.21, Synergy_Bliss=-3.12, Synergy_Loewe=-1.45, Synergy_HSA=-1.43.